Task: Predict the product of the given reaction.. Dataset: Forward reaction prediction with 1.9M reactions from USPTO patents (1976-2016) Given the reactants CC1C=[CH:6][C:5]([CH:8]([C:14]2[CH:19]=[CH:18][C:17](C)=[CH:16][CH:15]=2)[C:9](=[O:13])[CH:10]([CH3:12])C)=CC=1.[Li][CH2:22]CCC.Cl[P:27]([CH:34]1[CH2:39][CH2:38][CH2:37][CH2:36][CH2:35]1)[CH:28]1[CH2:33][CH2:32][CH2:31][CH2:30][CH2:29]1, predict the reaction product. The product is: [CH:28]1([P:27]([CH:34]2[CH2:39][CH2:38][CH2:37][CH2:36][CH2:35]2)[C:19]2[CH:18]=[CH:17][CH:16]=[CH:15][C:14]=2[C:8]2[CH:5]=[CH:6][CH:12]=[CH:10][C:9]=2[O:13][CH3:22])[CH2:33][CH2:32][CH2:31][CH2:30][CH2:29]1.